This data is from Forward reaction prediction with 1.9M reactions from USPTO patents (1976-2016). The task is: Predict the product of the given reaction. (1) Given the reactants [Si]([O:8][CH:9]1[CH2:14][CH2:13][CH2:12][N:11]([C:15]2[CH:16]=[CH:17][C:18]([CH3:36])=[C:19]([CH:35]=2)[C:20]([NH:22][C:23]2[C:24]([CH3:34])=[C:25]([CH:30]=[CH:31][C:32]=2[CH3:33])[C:26]([O:28][CH3:29])=[O:27])=[O:21])[CH2:10]1)(C(C)(C)C)(C)C.[N+](CCCC)(CCCC)(CCCC)CCCC.[F-], predict the reaction product. The product is: [OH:8][CH:9]1[CH2:14][CH2:13][CH2:12][N:11]([C:15]2[CH:16]=[CH:17][C:18]([CH3:36])=[C:19]([CH:35]=2)[C:20]([NH:22][C:23]2[C:24]([CH3:34])=[C:25]([CH:30]=[CH:31][C:32]=2[CH3:33])[C:26]([O:28][CH3:29])=[O:27])=[O:21])[CH2:10]1. (2) Given the reactants [C:1]1([C:7]([NH:10][C:11]2[O:12][C:13]([C:16]3[CH:17]=[C:18]4[C:22](=[CH:23][CH:24]=3)[N:21]([S:25]([C:28]3[CH:34]=[CH:33][C:31]([CH3:32])=[CH:30][CH:29]=3)(=[O:27])=[O:26])[CH:20]=[C:19]4B3OC(C)(C)C(C)(C)O3)=[N:14][N:15]=2)([CH3:9])[CH3:8])[CH:6]=[CH:5][CH:4]=[CH:3][CH:2]=1.C1(P(C2CCCCC2)C2C=CC=CC=2C2C(C(C)C)=CC(C(C)C)=CC=2C(C)C)CCCCC1.Br[C:79]1[CH:84]=[N:83][CH:82]=[C:81]([CH:85]2[CH2:87][CH2:86]2)[N:80]=1.P([O-])([O-])([O-])=O.[K+].[K+].[K+], predict the reaction product. The product is: [CH:85]1([C:81]2[N:80]=[C:79]([C:19]3[C:18]4[C:22](=[CH:23][CH:24]=[C:16]([C:13]5[O:12][C:11]([NH:10][C:7]([C:1]6[CH:6]=[CH:5][CH:4]=[CH:3][CH:2]=6)([CH3:8])[CH3:9])=[N:15][N:14]=5)[CH:17]=4)[N:21]([S:25]([C:28]4[CH:29]=[CH:30][C:31]([CH3:32])=[CH:33][CH:34]=4)(=[O:27])=[O:26])[CH:20]=3)[CH:84]=[N:83][CH:82]=2)[CH2:87][CH2:86]1.